Dataset: Full USPTO retrosynthesis dataset with 1.9M reactions from patents (1976-2016). Task: Predict the reactants needed to synthesize the given product. (1) Given the product [Cl:1][C:2]1[C:7]([Cl:8])=[CH:6][CH:5]=[CH:4][C:3]=1[C:9]([CH3:15])([CH3:14])[C:10]([OH:12])=[O:11], predict the reactants needed to synthesize it. The reactants are: [Cl:1][C:2]1[C:7]([Cl:8])=[CH:6][CH:5]=[CH:4][C:3]=1[C:9]([CH3:15])([CH3:14])[C:10]([O:12]C)=[O:11].[OH-].[K+]. (2) Given the product [CH2:1]([O:3][C:4]([N:6]1[CH2:11][CH2:10][N:9]([C:12](=[O:49])[C@@H:13]([NH:19][C:20]([C:22]2[CH:26]=[C:25]([O:27][CH2:28][C:29]([N:31]3[CH2:35][CH2:34][CH2:33][C@H:32]3[C:36](=[O:42])[NH:37][CH:38]3[CH2:39][CH2:40][CH2:41]3)=[O:30])[N:24]([C:43]3[CH:44]=[CH:45][CH:46]=[CH:47][CH:48]=3)[N:23]=2)=[O:21])[CH2:14][CH2:15][C:16]([O:18][CH2:50][CH3:51])=[O:17])[CH2:8][CH2:7]1)=[O:5])[CH3:2], predict the reactants needed to synthesize it. The reactants are: [CH2:1]([O:3][C:4]([N:6]1[CH2:11][CH2:10][N:9]([C:12](=[O:49])[C@@H:13]([NH:19][C:20]([C:22]2[CH:26]=[C:25]([O:27][CH2:28][C:29]([N:31]3[CH2:35][CH2:34][CH2:33][C@H:32]3[C:36](=[O:42])[NH:37][CH:38]3[CH2:41][CH2:40][CH2:39]3)=[O:30])[N:24]([C:43]3[CH:48]=[CH:47][CH:46]=[CH:45][CH:44]=3)[N:23]=2)=[O:21])[CH2:14][CH2:15][C:16]([OH:18])=[O:17])[CH2:8][CH2:7]1)=[O:5])[CH3:2].[CH2:50](Cl)[CH2:51]Cl.C(O)C. (3) Given the product [CH3:35][O:34][C:32](=[O:33])[NH:37][C:7]1[CH:6]=[CH:5][C:4](/[C:10](/[C:14]2[CH:19]=[CH:18][C:17]([O:20][CH3:21])=[C:16]([O:22][CH2:23][CH3:24])[CH:15]=2)=[CH:11]/[C:12]#[N:13])=[CH:3][C:2]=1[O:28][CH3:25], predict the reactants needed to synthesize it. The reactants are: N[C:2]1[CH:3]=[C:4]([C:10]([C:14]2[CH:19]=[CH:18][C:17]([O:20][CH3:21])=[C:16]([O:22][CH2:23][CH3:24])[CH:15]=2)=[CH:11][C:12]#[N:13])[CH:5]=[CH:6][C:7]=1OC.[C:25]([O-:28])([O-])=O.[Cs+].[Cs+].Cl[C:32]([O:34][CH3:35])=[O:33].C[N:37](C=O)C. (4) Given the product [Cl:19][C:5]1[C:6]([NH:8][CH:9]2[CH2:13][O:12][CH:11]3[CH:14]([O:17][CH3:18])[CH2:15][O:16][CH:10]23)=[N:7][C:2]([NH:36][C:34]2[CH:33]=[N:32][N:31]([CH3:30])[CH:35]=2)=[N:3][CH:4]=1, predict the reactants needed to synthesize it. The reactants are: Cl[C:2]1[N:7]=[C:6]([NH:8][CH:9]2[CH2:13][O:12][CH:11]3[CH:14]([O:17][CH3:18])[CH2:15][O:16][CH:10]23)[C:5]([Cl:19])=[CH:4][N:3]=1.CCN(C(C)C)C(C)C.Cl.[CH3:30][N:31]1[CH:35]=[C:34]([NH2:36])[CH:33]=[N:32]1. (5) Given the product [ClH:16].[CH3:32][C:29]1[CH:30]=[CH:31][C:26]2[NH:25][C:24](=[O:33])[N:23]([CH:20]3[CH2:21][CH2:22][N:17]([C@H:7]4[CH2:6][CH2:5][C@H:4]([O:3][C:2]([F:1])([F:14])[F:15])[CH2:13][CH2:12]4)[CH2:18][CH2:19]3)[C:27]=2[CH:28]=1, predict the reactants needed to synthesize it. The reactants are: [F:1][C:2]([F:15])([F:14])[O:3][CH:4]1[CH2:13][CH2:12][C:7]2(OCCO2)[CH2:6][CH2:5]1.[ClH:16].[NH:17]1[CH2:22][CH2:21][CH:20]([N:23]2[C:27]3[CH:28]=[C:29]([CH3:32])[CH:30]=[CH:31][C:26]=3[NH:25][C:24]2=[O:33])[CH2:19][CH2:18]1.C(O)(=O)C. (6) The reactants are: [OH:1][C:2]1[N:7]=[C:6]([CH3:8])[CH:5]=[CH:4][C:3]=1[N+:9]([O-])=O.[H][H]. Given the product [NH2:9][C:3]1[C:2]([OH:1])=[N:7][C:6]([CH3:8])=[CH:5][CH:4]=1, predict the reactants needed to synthesize it.